This data is from Full USPTO retrosynthesis dataset with 1.9M reactions from patents (1976-2016). The task is: Predict the reactants needed to synthesize the given product. (1) Given the product [CH2:38]([O:37][C:35](=[O:36])[NH:1][CH2:2][C@@H:3]1[O:7][C:6](=[O:8])[N:5]([C:9]2[CH:14]=[CH:13][C:12]([N:15]3[CH2:20][CH2:19][CH:18]([N:21]4[N:25]=[N:24][CH:23]=[N:22]4)[CH2:17][CH2:16]3)=[C:11]([F:26])[CH:10]=2)[CH2:4]1)[CH3:39], predict the reactants needed to synthesize it. The reactants are: [NH2:1][CH2:2][C@@H:3]1[O:7][C:6](=[O:8])[N:5]([C:9]2[CH:14]=[CH:13][C:12]([N:15]3[CH2:20][CH2:19][CH:18]([N:21]4[N:25]=[N:24][CH:23]=[N:22]4)[CH2:17][CH2:16]3)=[C:11]([F:26])[CH:10]=2)[CH2:4]1.C(N(CC)CC)C.Cl[C:35]([O:37][CH2:38][CH3:39])=[O:36]. (2) Given the product [F:13][C:14]1[C:15](=[NH:22])[N:16]([CH3:21])[C:17](=[O:20])[N:18]([C:24]([O:26][C:27]2[CH:32]=[CH:31][C:30]([O:33][CH3:34])=[CH:29][CH:28]=2)=[O:25])[CH:19]=1, predict the reactants needed to synthesize it. The reactants are: C[Si](C)(C)/N=C(/O[Si](C)(C)C)\C.[F:13][C:14]1[C:15](=[NH:22])[N:16]([CH3:21])[C:17](=[O:20])[NH:18][CH:19]=1.Cl[C:24]([O:26][C:27]1[CH:32]=[CH:31][C:30]([O:33][CH3:34])=[CH:29][CH:28]=1)=[O:25].